From a dataset of Catalyst prediction with 721,799 reactions and 888 catalyst types from USPTO. Predict which catalyst facilitates the given reaction. Reactant: F[C:2]1[N:7]=[C:6]([NH2:8])[CH:5]=[CH:4][CH:3]=1.[CH3:9][CH:10]1[CH2:14][CH2:13][CH:12]([CH3:15])[NH:11]1. Product: [CH3:9][CH:10]1[CH2:14][CH2:13][CH:12]([CH3:15])[N:11]1[C:2]1[N:7]=[C:6]([NH2:8])[CH:5]=[CH:4][CH:3]=1. The catalyst class is: 6.